Dataset: Reaction yield outcomes from USPTO patents with 853,638 reactions. Task: Predict the reaction yield, written as a fraction of the theoretical maximum amount of product (1.0 means a 100% yield; for example, 0.34 means a 34% yield). The reactants are [Cl:1][C:2]1[CH:3]=[C:4]([N:14]([CH2:21][CH3:22])[CH:15]2[CH2:20][CH2:19][O:18][CH2:17][CH2:16]2)[C:5]([O:12][CH3:13])=[C:6]([CH:11]=1)[C:7]([O:9]C)=[O:8].[OH-].[Na+].Cl. The catalyst is C1COCC1. The product is [Cl:1][C:2]1[CH:3]=[C:4]([N:14]([CH2:21][CH3:22])[CH:15]2[CH2:20][CH2:19][O:18][CH2:17][CH2:16]2)[C:5]([O:12][CH3:13])=[C:6]([CH:11]=1)[C:7]([OH:9])=[O:8]. The yield is 0.910.